Dataset: Forward reaction prediction with 1.9M reactions from USPTO patents (1976-2016). Task: Predict the product of the given reaction. (1) Given the reactants [Cl:1][CH2:2][CH:3]([CH2:28][Cl:29])[O:4][C:5]1[C:6]([N+:25]([O-])=O)=[C:7]([CH2:11][S:12]([C:15]2[C:24]3[C:19](=[CH:20][CH:21]=[CH:22][CH:23]=3)[CH:18]=[CH:17][CH:16]=2)(=[O:14])=[O:13])[CH:8]=[CH:9][CH:10]=1.C1COCC1, predict the reaction product. The product is: [Cl:29][CH2:28][CH:3]([CH2:2][Cl:1])[O:4][C:5]1[CH:10]=[CH:9][CH:8]=[C:7]([CH2:11][S:12]([C:15]2[C:24]3[C:19](=[CH:20][CH:21]=[CH:22][CH:23]=3)[CH:18]=[CH:17][CH:16]=2)(=[O:13])=[O:14])[C:6]=1[NH2:25]. (2) The product is: [S:1]([CH:5]([CH2:9][C:10]([O-:12])=[O:11])[C:6]([O-:8])=[O:7])([OH:4])(=[O:3])=[O:2].[Na+:17].[Na+:17]. Given the reactants [S:1]([CH:5]([CH2:9][C:10]([OH:12])=[O:11])[C:6]([OH:8])=[O:7])([OH:4])(=[O:3])=[O:2].C([O-])(=O)C.[Na+:17], predict the reaction product. (3) Given the reactants CN(C)[CH:3]=[O:4].P(Cl)(Cl)(Cl)=O.[CH3:11][O:12][CH2:13][C:14]([N:17]1[C:25]2[C:20](=[CH:21][CH:22]=[CH:23][CH:24]=2)[CH:19]=[C:18]1[CH3:26])([CH3:16])[CH3:15], predict the reaction product. The product is: [CH3:11][O:12][CH2:13][C:14]([N:17]1[C:25]2[C:20](=[CH:21][CH:22]=[CH:23][CH:24]=2)[C:19]([CH:3]=[O:4])=[C:18]1[CH3:26])([CH3:16])[CH3:15]. (4) Given the reactants C(OC([NH:8][C@@H:9]1[CH2:13][CH2:12][N:11]([S:14]([C:17]2[C:18]3[C:19]([Cl:28])=[CH:20][N:21]=[C:22]([Cl:27])[C:23]=3[CH:24]=[CH:25][CH:26]=2)(=[O:16])=[O:15])[CH2:10]1)=O)(C)(C)C.C(OC([NH:36]C1CCN(S(C2C3C(Cl)=CN=C(Cl)C=3C=CC=2)(=O)=O)C1)=O)(C)(C)C, predict the reaction product. The product is: [NH2:8][C@@H:9]1[CH2:13][CH2:12][N:11]([S:14]([C:17]2[C:18]3[C:19]([Cl:28])=[CH:20][N:21]=[C:22]([NH2:36])[C:23]=3[CH:24]=[CH:25][CH:26]=2)(=[O:16])=[O:15])[CH2:10]1.[ClH:27].